From a dataset of TCR-epitope binding with 47,182 pairs between 192 epitopes and 23,139 TCRs. Binary Classification. Given a T-cell receptor sequence (or CDR3 region) and an epitope sequence, predict whether binding occurs between them. (1) The epitope is ITEEVGHTDLMAAY. The TCR CDR3 sequence is CASSFLREQYF. Result: 0 (the TCR does not bind to the epitope). (2) The epitope is RIFTIGTVTLK. The TCR CDR3 sequence is CASSLTPSGASETQYF. Result: 1 (the TCR binds to the epitope). (3) The epitope is IQYIDIGNY. The TCR CDR3 sequence is CASSYDSLFYNEQFF. Result: 0 (the TCR does not bind to the epitope). (4) The epitope is LEPLVDLPI. The TCR CDR3 sequence is CASSLEIAGVNTGELFF. Result: 0 (the TCR does not bind to the epitope).